From a dataset of Forward reaction prediction with 1.9M reactions from USPTO patents (1976-2016). Predict the product of the given reaction. (1) Given the reactants [CH2:1]([CH2:3][NH2:4])[OH:2].[K].[C:6]([OH:25])(=[O:24])[CH2:7][CH2:8][CH2:9][CH2:10][CH2:11][CH2:12][CH2:13][CH2:14][CH2:15][CH2:16][CH2:17][CH2:18][CH2:19][CH2:20][CH2:21][CH2:22][CH3:23].C(CN)O.[C:30](=[O:33])([O-:32])[O-:31].[K+:34].[K+], predict the reaction product. The product is: [CH2:1]([CH2:3][NH2:4])[OH:2].[C:6]([OH:25])(=[O:24])[CH2:7][CH2:8][CH2:9][CH2:10][CH2:11][CH2:12][CH2:13][CH2:14][CH2:15][CH2:16][CH2:17][CH2:18][CH2:19][CH2:20][CH2:21][CH2:22][CH3:23].[C:30](=[O:31])([O-:33])[O-:32].[K+:34].[K+:34]. (2) Given the reactants Cl.FC1C=CC(C2(C3C4C(=CC=C(OCCN[S:27]([CH2:30][CH2:31][CH3:32])(=[O:29])=[O:28])C=4)CCN3)CCC2)=CC=1.[Cl:33][C:34]1[CH:39]=[CH:38][C:37]([C:40]2([C:44]3[C:53]4[C:48](=[CH:49][CH:50]=[C:51]([O:54][CH2:55][CH2:56][NH2:57])[CH:52]=4)[C:47]([CH3:59])([CH3:58])[CH2:46][N:45]=3)[CH2:43][CH2:42][CH2:41]2)=[CH:36][CH:35]=1, predict the reaction product. The product is: [ClH:33].[Cl:33][C:34]1[CH:39]=[CH:38][C:37]([C:40]2([CH:44]3[C:53]4[C:48](=[CH:49][CH:50]=[C:51]([O:54][CH2:55][CH2:56][NH:57][S:27]([CH2:30][CH2:31][CH3:32])(=[O:29])=[O:28])[CH:52]=4)[C:47]([CH3:59])([CH3:58])[CH2:46][NH:45]3)[CH2:43][CH2:42][CH2:41]2)=[CH:36][CH:35]=1. (3) Given the reactants [Cl:1][C:2]1[CH:7]=[C:6]([F:8])[CH:5]=[CH:4][C:3]=1[C:9]([N:11]1[CH2:16][CH2:15][NH:14][C:13](=O)[CH2:12]1)=[O:10].F[B-](F)(F)F.C([O+](CC)CC)C.[CH3:30][C:31]1[C:32]([C:37]([NH:39][NH2:40])=O)=[N:33][CH:34]=[CH:35][CH:36]=1.Cl, predict the reaction product. The product is: [Cl:1][C:2]1[CH:7]=[C:6]([F:8])[CH:5]=[CH:4][C:3]=1[C:9]([N:11]1[CH2:16][CH2:15][N:14]2[C:37]([C:32]3[C:31]([CH3:30])=[CH:36][CH:35]=[CH:34][N:33]=3)=[N:39][N:40]=[C:13]2[CH2:12]1)=[O:10]. (4) The product is: [Br:1][CH2:2][C:3]1[CH:8]=[CH:7][C:6]([S:9]([N:27]([CH2:26][C:25]2[CH:24]=[CH:23][C:22]([O:21][CH3:20])=[CH:38][CH:37]=2)[CH2:28][C:29]2[CH:30]=[CH:31][C:32]([O:35][CH3:36])=[CH:33][CH:34]=2)(=[O:11])=[O:10])=[CH:5][CH:4]=1. Given the reactants [Br:1][CH2:2][C:3]1[CH:8]=[CH:7][C:6]([S:9](Cl)(=[O:11])=[O:10])=[CH:5][CH:4]=1.CCN(CC)CC.[CH3:20][O:21][C:22]1[CH:38]=[CH:37][C:25]([CH2:26][NH:27][CH2:28][C:29]2[CH:34]=[CH:33][C:32]([O:35][CH3:36])=[CH:31][CH:30]=2)=[CH:24][CH:23]=1, predict the reaction product. (5) The product is: [CH3:2][O:3][C:4](=[O:13])[C:5]1[CH:10]=[CH:9][CH:8]=[C:7]([CH2:11][NH:12][C:24]([O:23][C:19]([CH3:22])([CH3:21])[CH3:20])=[O:25])[CH:6]=1. Given the reactants Cl.[CH3:2][O:3][C:4](=[O:13])[C:5]1[CH:10]=[CH:9][CH:8]=[C:7]([CH2:11][NH2:12])[CH:6]=1.C(=O)(O)[O-].[Na+].[C:19]([O:23][C:24](O[C:24]([O:23][C:19]([CH3:22])([CH3:21])[CH3:20])=[O:25])=[O:25])([CH3:22])([CH3:21])[CH3:20], predict the reaction product. (6) The product is: [CH3:38][N:6]1[C:5]2[CH:7]=[CH:8][CH:9]=[CH:10][C:4]=2[N:3]([CH:11]2[CH2:12][CH2:13][N:14]([C:17]([O:19][CH2:20][C@@H:21]([N:23]([CH2:24][C:25]3[CH:26]=[CH:27][CH:28]=[CH:29][CH:30]=3)[CH2:31][C:32]3[CH:37]=[CH:36][CH:35]=[CH:34][CH:33]=3)[CH3:22])=[O:18])[CH2:15][CH2:16]2)[C:2]1=[O:1]. Given the reactants [O:1]=[C:2]1[NH:6][C:5]2[CH:7]=[CH:8][CH:9]=[CH:10][C:4]=2[N:3]1[CH:11]1[CH2:16][CH2:15][N:14]([C:17]([O:19][CH2:20][C@@H:21]([N:23]([CH2:31][C:32]2[CH:37]=[CH:36][CH:35]=[CH:34][CH:33]=2)[CH2:24][C:25]2[CH:30]=[CH:29][CH:28]=[CH:27][CH:26]=2)[CH3:22])=[O:18])[CH2:13][CH2:12]1.[CH3:38]I, predict the reaction product.